This data is from Retrosynthesis with 50K atom-mapped reactions and 10 reaction types from USPTO. The task is: Predict the reactants needed to synthesize the given product. (1) Given the product CC(C)(C(=O)O)c1cccnc1Cl, predict the reactants needed to synthesize it. The reactants are: CCOC(=O)C(C)(C)c1cccnc1Cl. (2) The reactants are: Cc1c(C(=O)C2CCCCC2)oc2c(F)cc(F)cc12. Given the product Cc1c(C(O)C2CCCCC2)oc2c(F)cc(F)cc12, predict the reactants needed to synthesize it. (3) Given the product NC1=N[C@@]2(COC1)c1cc(-c3cccnc3F)ccc1Oc1cnc(C3=CCOCC3)cc12, predict the reactants needed to synthesize it. The reactants are: NC1=N[C@@]2(COC1)c1cc(-c3cccnc3F)ccc1Oc1cnc(Cl)cc12.OB(O)C1=CCOCC1. (4) Given the product CCOC(=O)C1=C(NC(=O)[C@H]2CC[C@@H](N3CCN(c4ccc(F)cc4)CC3)C2)CCC2(CC2)C1, predict the reactants needed to synthesize it. The reactants are: CCOC(=O)C1=C(NC(=O)[C@H]2CCC(=O)C2)CCC2(CC2)C1.Fc1ccc(N2CCNCC2)cc1. (5) Given the product CC(C)/C=C(\c1ccc2c(cnn2-c2ccc(F)cc2)c1)C(C)(C)C(=O)Nc1nncs1, predict the reactants needed to synthesize it. The reactants are: CC(C)/C=C(\c1ccc2c(cnn2-c2ccc(F)cc2)c1)C(C)(C)C(=O)O.Nc1nncs1. (6) The reactants are: CC(C)(C)OC(=O)N1[C@H](C(=O)NC2CCCCC2)C[C@H]2C[C@H]21. Given the product O=C(O)C(F)(F)F, predict the reactants needed to synthesize it.